From a dataset of Catalyst prediction with 721,799 reactions and 888 catalyst types from USPTO. Predict which catalyst facilitates the given reaction. Reactant: Cl[C:2]1[C:3]2[S:10][C:9]([C:11]([NH2:13])=[O:12])=[CH:8][C:4]=2[N:5]=[CH:6][N:7]=1.[CH2:14]([NH2:16])[CH3:15]. Product: [CH2:14]([NH:16][C:2]1[C:3]2[S:10][C:9]([C:11]([NH2:13])=[O:12])=[CH:8][C:4]=2[N:5]=[CH:6][N:7]=1)[CH3:15]. The catalyst class is: 578.